From a dataset of NCI-60 drug combinations with 297,098 pairs across 59 cell lines. Regression. Given two drug SMILES strings and cell line genomic features, predict the synergy score measuring deviation from expected non-interaction effect. (1) Drug 1: CC1C(C(CC(O1)OC2CC(CC3=C2C(=C4C(=C3O)C(=O)C5=C(C4=O)C(=CC=C5)OC)O)(C(=O)C)O)N)O.Cl. Drug 2: CN(C(=O)NC(C=O)C(C(C(CO)O)O)O)N=O. Cell line: COLO 205. Synergy scores: CSS=23.3, Synergy_ZIP=-0.577, Synergy_Bliss=-8.43, Synergy_Loewe=-23.7, Synergy_HSA=-9.33. (2) Drug 1: C1CCC(C1)C(CC#N)N2C=C(C=N2)C3=C4C=CNC4=NC=N3. Drug 2: CN(C(=O)NC(C=O)C(C(C(CO)O)O)O)N=O. Cell line: EKVX. Synergy scores: CSS=-2.77, Synergy_ZIP=-2.33, Synergy_Bliss=-8.07, Synergy_Loewe=-13.3, Synergy_HSA=-7.20.